From a dataset of Full USPTO retrosynthesis dataset with 1.9M reactions from patents (1976-2016). Predict the reactants needed to synthesize the given product. (1) Given the product [C:1]([O:5][C:6]([N:8]([C:37]([O:39][C:40]([CH3:43])([CH3:42])[CH3:41])=[O:38])[C:9]1[C:14]([C:15]2[O:19][C:18]([C:20]3[CH:25]=[CH:24][C:23]([CH2:26][N:27]([CH3:35])[C:28](=[O:34])[O:29][C:30]([CH3:33])([CH3:32])[CH3:31])=[CH:22][CH:21]=3)=[N:17][N:16]=2)=[CH:13][C:12]([B:44]2[O:48][C:47]([CH3:50])([CH3:49])[C:46]([CH3:52])([CH3:51])[O:45]2)=[CH:11][N:10]=1)=[O:7])([CH3:4])([CH3:3])[CH3:2], predict the reactants needed to synthesize it. The reactants are: [C:1]([O:5][C:6]([N:8]([C:37]([O:39][C:40]([CH3:43])([CH3:42])[CH3:41])=[O:38])[C:9]1[C:14]([C:15]2[O:19][C:18]([C:20]3[CH:25]=[CH:24][C:23]([CH2:26][N:27]([CH3:35])[C:28](=[O:34])[O:29][C:30]([CH3:33])([CH3:32])[CH3:31])=[CH:22][CH:21]=3)=[N:17][N:16]=2)=[CH:13][C:12](Br)=[CH:11][N:10]=1)=[O:7])([CH3:4])([CH3:3])[CH3:2].[B:44]1([B:44]2[O:48][C:47]([CH3:50])([CH3:49])[C:46]([CH3:52])([CH3:51])[O:45]2)[O:48][C:47]([CH3:50])([CH3:49])[C:46]([CH3:52])([CH3:51])[O:45]1.CC([O-])=O.[K+].C(Cl)Cl. (2) Given the product [ClH:1].[CH3:13][N:12]1[C:8]([C:6]2[C:5]([F:15])=[CH:4][N:3]=[C:2]([NH:29][C:28]3[CH:30]=[CH:31][C:25]([C:23]([N:20]4[CH2:21][CH2:22][N:17]([CH3:16])[CH2:18][CH2:19]4)=[O:24])=[CH:26][C:27]=3[O:32][C:33]([F:35])([F:36])[F:34])[N:7]=2)=[CH:9][N:10]=[C:11]1[CH3:14], predict the reactants needed to synthesize it. The reactants are: [Cl:1][C:2]1[N:7]=[C:6]([C:8]2[N:12]([CH3:13])[C:11]([CH3:14])=[N:10][CH:9]=2)[C:5]([F:15])=[CH:4][N:3]=1.[CH3:16][N:17]1[CH2:22][CH2:21][N:20]([C:23]([C:25]2[CH:31]=[CH:30][C:28]([NH2:29])=[C:27]([O:32][C:33]([F:36])([F:35])[F:34])[CH:26]=2)=[O:24])[CH2:19][CH2:18]1.